Task: Binary Classification. Given a drug SMILES string, predict its activity (active/inactive) in a high-throughput screening assay against a specified biological target.. Dataset: Cav3 T-type calcium channel HTS with 100,875 compounds The drug is O=C1N(C(Nc2c1cccc2)c1cc(c(OC)cc1)COc1ncccc1)c1ccccc1. The result is 0 (inactive).